Dataset: Full USPTO retrosynthesis dataset with 1.9M reactions from patents (1976-2016). Task: Predict the reactants needed to synthesize the given product. (1) Given the product [C:1]([O:5][C:6]([NH:8][C@@:9]1([CH3:32])[CH2:13][CH2:12][C@@H:11]([NH:14][C:15]2[C:16]3[N:17]([CH:24]=[C:25]([C:27]([NH:64][NH:63][C:65]([S:67][CH3:68])=[S:66])=[O:28])[CH:26]=3)[N:18]=[CH:19][C:20]=2[C:21](=[O:23])[NH2:22])[C:10]1([CH3:30])[CH3:31])=[O:7])([CH3:2])([CH3:4])[CH3:3], predict the reactants needed to synthesize it. The reactants are: [C:1]([O:5][C:6]([NH:8][C@@:9]1([CH3:32])[CH2:13][CH2:12][C@@H:11]([NH:14][C:15]2[C:16]3[N:17]([CH:24]=[C:25]([C:27](O)=[O:28])[CH:26]=3)[N:18]=[CH:19][C:20]=2[C:21](=[O:23])[NH2:22])[C:10]1([CH3:31])[CH3:30])=[O:7])([CH3:4])([CH3:3])[CH3:2].C1C=CC2N(O)N=NC=2C=1.CCN(C(C)C)C(C)C.CCN=C=NCCCN(C)C.[NH:63]([C:65]([S:67][CH3:68])=[S:66])[NH2:64]. (2) Given the product [Cl:1][C:2]1[C:7]([N+:14]([O-:16])=[O:15])=[CH:6][CH:5]=[C:4]([Cl:8])[N:3]=1, predict the reactants needed to synthesize it. The reactants are: [Cl:1][C:2]1[CH:7]=[CH:6][CH:5]=[C:4]([Cl:8])[N:3]=1.OS(O)(=O)=O.[N+:14]([O-])([OH:16])=[O:15]. (3) Given the product [Cl:20][C:16]1[CH:17]=[C:18]([CH3:19])[C:13]2[O:12][CH2:11][CH2:10][CH2:9][CH:8]([NH:7][S:3]([CH2:1][CH3:2])(=[O:5])=[O:4])[C:14]=2[CH:15]=1, predict the reactants needed to synthesize it. The reactants are: [CH2:1]([S:3](Cl)(=[O:5])=[O:4])[CH3:2].[NH2:7][CH:8]1[C:14]2[CH:15]=[C:16]([Cl:20])[CH:17]=[C:18]([CH3:19])[C:13]=2[O:12][CH2:11][CH2:10][CH2:9]1.C(N(CC)CC)C.